From a dataset of Peptide-MHC class I binding affinity with 185,985 pairs from IEDB/IMGT. Regression. Given a peptide amino acid sequence and an MHC pseudo amino acid sequence, predict their binding affinity value. This is MHC class I binding data. (1) The peptide sequence is EIYKRWII. The MHC is HLA-B07:02 with pseudo-sequence HLA-B07:02. The binding affinity (normalized) is 0. (2) The peptide sequence is MMNRDKIPIY. The MHC is HLA-A68:01 with pseudo-sequence HLA-A68:01. The binding affinity (normalized) is 0. (3) The peptide sequence is LNRVTQDFTEV. The MHC is HLA-B27:05 with pseudo-sequence HLA-B27:05. The binding affinity (normalized) is 0. (4) The binding affinity (normalized) is 0.0847. The MHC is HLA-A02:11 with pseudo-sequence HLA-A02:11. The peptide sequence is ETIEDYLGY. (5) The peptide sequence is WSFLEDRVY. The MHC is HLA-A69:01 with pseudo-sequence HLA-A69:01. The binding affinity (normalized) is 0.0847. (6) The peptide sequence is YWMGGTTYF. The MHC is HLA-B15:17 with pseudo-sequence HLA-B15:17. The binding affinity (normalized) is 0.360.